The task is: Predict the product of the given reaction.. This data is from Forward reaction prediction with 1.9M reactions from USPTO patents (1976-2016). (1) Given the reactants [I:1][C:2]1[CH:7]=[C:6]([N+:8]([O-])=O)[CH:5]=[C:4]([O:11][C:12]2[CH:17]=[CH:16][CH:15]=[CH:14][C:13]=2[O:18][CH3:19])[CH:3]=1.[NH4+].[Cl-], predict the reaction product. The product is: [I:1][C:2]1[CH:7]=[C:6]([CH:5]=[C:4]([O:11][C:12]2[CH:17]=[CH:16][CH:15]=[CH:14][C:13]=2[O:18][CH3:19])[CH:3]=1)[NH2:8]. (2) Given the reactants [CH:1]1([C:7]2[C:15]3[C:10](=[CH:11][C:12]([C:16]([O:18]C)=[O:17])=[CH:13][CH:14]=3)[NH:9][C:8]=2[C:20]2[CH:25]=[CH:24][CH:23]=[CH:22][CH:21]=2)[CH2:6][CH2:5][CH2:4][CH2:3][CH2:2]1.[Br:26][C:27]1[CH:28]=[C:29]([CH:32]=[C:33]([Br:35])[CH:34]=1)[CH2:30]Br, predict the reaction product. The product is: [CH:1]1([C:7]2[C:15]3[C:10](=[CH:11][C:12]([C:16]([OH:18])=[O:17])=[CH:13][CH:14]=3)[N:9]([CH2:30][C:29]3[CH:28]=[C:27]([Br:26])[CH:34]=[C:33]([Br:35])[CH:32]=3)[C:8]=2[C:20]2[CH:25]=[CH:24][CH:23]=[CH:22][CH:21]=2)[CH2:2][CH2:3][CH2:4][CH2:5][CH2:6]1. (3) Given the reactants [F:1][C:2]([F:40])([F:39])[C:3]1[CH:4]=[C:5]([C@H:13]([O:15][C@H:16]2[CH2:24][CH2:23][C@H:22]3[C@@H:18]([CH2:19][N:20]([C:25]4[C:26](=[O:31])[CH2:27][C:28](=[O:30])[CH:29]=4)[CH2:21]3)[C@@H:17]2[C:32]2[CH:37]=[CH:36][C:35]([F:38])=[CH:34][CH:33]=2)[CH3:14])[CH:6]=[C:7]([C:9]([F:12])([F:11])[F:10])[CH:8]=1.[BH4-].[Na+], predict the reaction product. The product is: [F:40][C:2]([F:1])([F:39])[C:3]1[CH:4]=[C:5]([C@H:13]([O:15][C@H:16]2[CH2:24][CH2:23][C@H:22]3[C@@H:18]([CH2:19][N:20]([C:25]4[CH:26]([OH:31])[CH2:27][C:28](=[O:30])[CH:29]=4)[CH2:21]3)[C@@H:17]2[C:32]2[CH:37]=[CH:36][C:35]([F:38])=[CH:34][CH:33]=2)[CH3:14])[CH:6]=[C:7]([C:9]([F:12])([F:10])[F:11])[CH:8]=1.